Dataset: CYP1A2 inhibition data for predicting drug metabolism from PubChem BioAssay. Task: Regression/Classification. Given a drug SMILES string, predict its absorption, distribution, metabolism, or excretion properties. Task type varies by dataset: regression for continuous measurements (e.g., permeability, clearance, half-life) or binary classification for categorical outcomes (e.g., BBB penetration, CYP inhibition). Dataset: cyp1a2_veith. (1) The compound is [N-]=[N+]=NC[C@@H]1O[C@@H](n2cnc3c(N)ncnc32)[C@@H]2O[C@H]12. The result is 0 (non-inhibitor). (2) The compound is Cc1ccc(S(=O)(=O)NCC2CCC(C(=O)N3CCC4(CC3)OCCO4)CC2)cc1. The result is 0 (non-inhibitor). (3) The drug is COc1cccc(Cn2c(=O)c(CCc3ccccc3)nc3cnc(N4CCOCC4)nc32)c1. The result is 0 (non-inhibitor). (4) The compound is COC(=O)c1sccc1-c1ccc(/C=N/OCc2c(Cl)cccc2Cl)o1. The result is 1 (inhibitor). (5) The compound is CN(C)C(=O)c1ccc(-c2cncnc2NCCc2cnc[nH]2)cc1. The result is 1 (inhibitor).